This data is from Experimentally validated miRNA-target interactions with 360,000+ pairs, plus equal number of negative samples. The task is: Binary Classification. Given a miRNA mature sequence and a target amino acid sequence, predict their likelihood of interaction. (1) The miRNA is hsa-miR-615-3p with sequence UCCGAGCCUGGGUCUCCCUCUU. The protein sequence of the target gene is MQLFVRAQELHTFEVTGQETVAQIKAHVASLEGIAPEDQVVLLAGAPLEDEATLGQCGVEALTTLEVAGRMLGG. Result: 0 (no interaction). (2) The protein sequence of the target gene is MASYFDEHDCEPSDPEQETRTNMLLELARSLFNRMDFEDLGLVVDWDHHLPPPAAKTVVENLPRTVIRGSQAELKCPVCLLEFEEEETAIEMPCHHLFHSSCILPWLSKTNSCPLCRYELPTDDDTYEEHRRDKARKQQQQHRLENLHGAMYT. Result: 0 (no interaction). The miRNA is hsa-miR-3179 with sequence AGAAGGGGUGAAAUUUAAACGU. (3) The miRNA is mmu-miR-466l-5p with sequence UUGUGUGUACAUGUACAUGUAU. The protein sequence of the target gene is MWTTGRMSNAKSWLGLGTSLYFWALMDLTATVLSSTPMPEVELETLFSGRSQSHQRSKRSWVWNQFFVLEEYTGTDPLYVGKLHSDMDRGDGSIKYILSGEGAGIVFTIDDTTGDIHAIQRLDREERAQYTLRAQALDRRTGRPMEPESEFIIKIQDINDNEPKFLDGPYIATVPEMSPVGTSVIQVTATDADDPTYGNSARVVYSILQGQPYFSVDSKTGVIRTALMNMDREAKEYYEVIIQAKDMGGQLGGLAGTTTVNITLSDVNDNPPRFPQKHYQMSVLESAPISSTVGRVFAKD.... Result: 1 (interaction). (4) The miRNA is mmu-miR-5127 with sequence UCUCCCAACCCUUUUCCCA. The protein sequence of the target gene is MASPLPSGFPARRNSRLDVFLRRHLPPEVYDAVRAYEPCIVVSNSENHILKYVVLSDRLVYLTENPPKSIRRVVALRDVVAIDLIDDYPEFLSSPDREISQHIRIIYSSTVLKKECKKSNSVRKFLFPFHHTKANNKKVKEEKNGLAFWRSKESRSLKESPLRDQQESSTPSKDSTLCPRPGLKKLSLHGQGAFRPLPSPSRRSSQSAPTTGKAVSEPSCTTNTKEPQGLPDHNSISEIPFKCNGNGNEFYLGNSLLDSPSQSNSNLEKKESELHLYVISTTSSIFLHLKSSWNNYIIKA.... Result: 0 (no interaction).